From a dataset of Forward reaction prediction with 1.9M reactions from USPTO patents (1976-2016). Predict the product of the given reaction. Given the reactants [C:1]([N:8]1[CH:12]=[CH:11]N=C1)(N1C=CN=C1)=[O:2].[NH2:13][CH:14]1[CH2:18][CH2:17][N:16]([C:19]2[C:28]3[C:23](=[CH:24][C:25]([O:31][CH3:32])=[C:26]([O:29][CH3:30])[CH:27]=3)[N:22]=[CH:21][C:20]=2[C:33]#[N:34])[CH2:15]1.[CH:35]([O:38][C:39]1[CH:45]=CC(N)=[CH:41][CH:40]=1)([CH3:37])[CH3:36], predict the reaction product. The product is: [C:33]([C:20]1[CH:21]=[N:22][C:23]2[C:28]([C:19]=1[N:16]1[CH2:17][CH2:18][CH:14]([NH:13][C:1]([NH:8][C:12]3[CH:11]=[CH:45][C:39]([O:38][CH:35]([CH3:37])[CH3:36])=[CH:40][CH:41]=3)=[O:2])[CH2:15]1)=[CH:27][C:26]([O:29][CH3:30])=[C:25]([O:31][CH3:32])[CH:24]=2)#[N:34].